From a dataset of Reaction yield outcomes from USPTO patents with 853,638 reactions. Predict the reaction yield, written as a fraction of the theoretical maximum amount of product (1.0 means a 100% yield; for example, 0.34 means a 34% yield). (1) The reactants are [Br:1][C:2]1[CH:11]=[C:10]2[C:5]([CH2:6][CH2:7][CH:8]([CH2:18][CH:19]3[CH2:24][CH2:23][N:22]([CH2:25][CH:26]([F:28])[F:27])[CH2:21][CH2:20]3)[C:9]32[C:15](=[O:16])[NH:14][C:13](=[O:17])[NH:12]3)=[CH:4][CH:3]=1.[C:29](=O)([O-])[O-].[K+].[K+].IC. The catalyst is CN(C=O)C. The product is [Br:1][C:2]1[CH:11]=[C:10]2[C:5]([CH2:6][CH2:7][CH:8]([CH2:18][CH:19]3[CH2:20][CH2:21][N:22]([CH2:25][CH:26]([F:27])[F:28])[CH2:23][CH2:24]3)[C:9]32[C:15](=[O:16])[N:14]([CH3:29])[C:13](=[O:17])[NH:12]3)=[CH:4][CH:3]=1. The yield is 0.630. (2) The reactants are [CH2:1]([O:3][C:4]1[CH:17]=[C:16]2[C:7]([C:8]([C:19]3[CH:20]=[CH:21][C:22](=[O:26])[N:23]([CH3:25])[CH:24]=3)=[N:9][C@H:10]3[C@@H:15]2[CH2:14][C@H:13]([OH:18])[CH2:12][CH2:11]3)=[CH:6][C:5]=1[O:27][CH3:28])[CH3:2].[C:29]([OH:36])(=[O:35])/[CH:30]=[CH:31]/[C:32]([OH:34])=[O:33]. The catalyst is CC(C)=O.C(O)(C)C. The product is [C:29]([OH:36])(=[O:35])/[CH:30]=[CH:31]/[C:32]([OH:34])=[O:33].[CH2:1]([O:3][C:4]1[CH:17]=[C:16]2[C:7]([C:8]([C:19]3[CH:20]=[CH:21][C:22](=[O:26])[N:23]([CH3:25])[CH:24]=3)=[N:9][C@H:10]3[C@@H:15]2[CH2:14][C@H:13]([OH:18])[CH2:12][CH2:11]3)=[CH:6][C:5]=1[O:27][CH3:28])[CH3:2]. The yield is 0.510. (3) The reactants are [CH3:1][O:2][C:3](=[O:22])[CH2:4][C:5]1[CH:10]=[C:9]([O:11][CH2:12][C:13]2[CH:18]=[CH:17][C:16]([F:19])=[CH:15][CH:14]=2)[CH:8]=[CH:7][C:6]=1[CH2:20][OH:21]. The catalyst is C(Cl)(Cl)Cl.O=[Mn]=O. The product is [CH3:1][O:2][C:3](=[O:22])[CH2:4][C:5]1[CH:10]=[C:9]([O:11][CH2:12][C:13]2[CH:18]=[CH:17][C:16]([F:19])=[CH:15][CH:14]=2)[CH:8]=[CH:7][C:6]=1[CH:20]=[O:21]. The yield is 0.850. (4) The reactants are [CH2:1]([Si:3]([CH2:50][CH3:51])([CH:47]([CH3:49])[CH3:48])[O:4][CH:5]1[CH2:17][CH2:16][CH:15]([CH3:18])[CH:14](O)[CH:13]=[CH:12][CH:11]([CH3:20])[CH:10](/[C:21](/[CH3:46])=[CH:22]/[CH:23]=[CH:24]/[C:25]([OH:45])([CH3:44])[CH2:26][CH:27]2[O:43][CH:28]2[CH:29]([CH3:42])[CH:30]([O:33][Si:34]([CH2:40][CH3:41])([CH2:38][CH3:39])[CH:35]([CH3:37])[CH3:36])[CH2:31][CH3:32])[O:9][C:7](=[O:8])[CH2:6]1)[CH3:2].C(N(CC)CC)C.ClC([O:62][C:63]1[CH:68]=[CH:67][C:66]([N+:69]([O-:71])=[O:70])=[CH:65][CH:64]=1)=O.[C:72]([O:75]CC)(=[O:74])C. The catalyst is CN(C)C1C=CN=CC=1.C(Cl)Cl. The product is [CH2:50]([Si:3]([CH2:1][CH3:2])([CH:47]([CH3:48])[CH3:49])[O:4][CH:5]1[CH2:17][CH2:16][CH:15]([CH3:18])[CH:14]([C:72]([O:75][O:62][C:63]2[CH:64]=[CH:65][C:66]([N+:69]([O-:71])=[O:70])=[CH:67][CH:68]=2)=[O:74])[CH:13]=[CH:12][CH:11]([CH3:20])[CH:10](/[C:21](/[CH3:46])=[CH:22]/[CH:23]=[CH:24]/[C:25]([OH:45])([CH3:44])[CH2:26][CH:27]2[O:43][CH:28]2[CH:29]([CH3:42])[CH:30]([O:33][Si:34]([CH2:40][CH3:41])([CH2:38][CH3:39])[CH:35]([CH3:36])[CH3:37])[CH2:31][CH3:32])[O:9][C:7](=[O:8])[CH2:6]1)[CH3:51]. The yield is 0.970. (5) The reactants are [OH:1][C:2]1[CH:7]=[CH:6][CH:5]=[CH:4][C:3]=1[C:8](/[C:10](=[CH:18]\[C:19]1[CH:24]=[CH:23][CH:22]=[CH:21][CH:20]=1)/C(OC(C)(C)C)=O)=[O:9].C1(C)C=CC(S(O)(=O)=O)=CC=1. The catalyst is NC(N)=S.C1(C)C=CC=CC=1. The product is [O:1]1[C:2]2[C:3](=[CH:4][CH:5]=[CH:6][CH:7]=2)[C:8](=[O:9])[CH2:10][C@@H:18]1[C:19]1[CH:24]=[CH:23][CH:22]=[CH:21][CH:20]=1. The yield is 0.920. (6) The reactants are [NH2:1][C:2]1[C:9]([F:10])=[CH:8][C:7]([Br:11])=[CH:6][C:3]=1[CH:4]=O.[NH2:12][C:13](N)=[O:14]. No catalyst specified. The product is [Br:11][C:7]1[CH:6]=[C:3]2[C:2](=[C:9]([F:10])[CH:8]=1)[N:1]=[C:13]([OH:14])[N:12]=[CH:4]2. The yield is 0.830. (7) The reactants are [F:1][C:2]1[CH:12]=[CH:11][C:5]([O:6][CH2:7][C:8](Cl)=[O:9])=[CH:4][CH:3]=1.Cl.[CH3:14][NH:15][O:16][CH3:17]. The catalyst is C([O-])([O-])=O.[K+].[K+].C(OCC)(=O)C. The product is [CH3:17][O:16][N:15]([CH3:14])[C:8](=[O:9])[CH2:7][O:6][C:5]1[CH:11]=[CH:12][C:2]([F:1])=[CH:3][CH:4]=1. The yield is 0.730. (8) The reactants are C([C:5]1[C:9](/[CH:10]=[CH:11]/[C:12](OC)=O)=[CH:8][N:7]([C:16]2[CH:21]=[CH:20][C:19]([C:22]([F:25])([F:24])[F:23])=[CH:18][N:17]=2)[N:6]=1)(C)(C)C.C([OH:28])C.[H-].[CH2:30]([Al+][CH2:30][CH:31]([CH3:33])[CH3:32])[CH:31]([CH3:33])[CH3:32].Cl. The catalyst is O1CCCC1.CCCCCC.[C].[Pd].C(O)=O. The product is [C:31]([CH2:12][CH2:11][CH:10]([C:9]1[CH:5]=[N:6][N:7]([C:16]2[CH:21]=[CH:20][C:19]([C:22]([F:23])([F:24])[F:25])=[CH:18][N:17]=2)[CH:8]=1)[OH:28])([CH3:33])([CH3:32])[CH3:30]. The yield is 0.980. (9) The reactants are [CH3:1][N:2]1[CH2:23][C:8]23[CH2:9][CH2:10][CH:11]4[CH:20]([CH:7]2[CH2:6][CH2:5][CH:4]3[CH:3]1[CH3:24])[CH2:19][CH:18]=[C:17]1[C:12]4([CH3:22])[CH2:13][CH2:14][CH:15]([OH:21])[CH2:16]1.C(N(CC)CC)C.[C:32](Cl)(=[O:34])[CH3:33]. The catalyst is ClCCl. The product is [CH3:1][N:2]1[CH2:23][C:8]23[CH2:9][CH2:10][CH:11]4[CH:20]([CH:7]2[CH2:6][CH2:5][CH:4]3[CH:3]1[CH3:24])[CH2:19][CH:18]=[C:17]1[C:12]4([CH3:22])[CH2:13][CH2:14][CH:15]([O:21][C:32](=[O:34])[CH3:33])[CH2:16]1. The yield is 0.680.